This data is from Catalyst prediction with 721,799 reactions and 888 catalyst types from USPTO. The task is: Predict which catalyst facilitates the given reaction. (1) Reactant: [NH2:1][CH2:2][C:3]1[C:4]([CH2:21][CH2:22][CH2:23][CH2:24][C:25]([O:27][CH2:28][CH3:29])=[O:26])=[C:5]([C:14]2[CH:15]=[N:16][CH:17]=[C:18]([CH3:20])[CH:19]=2)[C:6]2[N:7]([C:9]([CH2:12][CH3:13])=[CH:10][CH:11]=2)[N:8]=1.N1C=CC=CC=1.[CH3:36][O:37][C:38](Cl)=[O:39]. Product: [CH2:12]([C:9]1[N:7]2[N:8]=[C:3]([CH2:2][NH:1][C:38]([O:37][CH3:36])=[O:39])[C:4]([CH2:21][CH2:22][CH2:23][CH2:24][C:25]([O:27][CH2:28][CH3:29])=[O:26])=[C:5]([C:14]3[CH:15]=[N:16][CH:17]=[C:18]([CH3:20])[CH:19]=3)[C:6]2=[CH:11][CH:10]=1)[CH3:13]. The catalyst class is: 4. (2) Reactant: [CH:1]([C:3]1[C:12](=[O:13])[C:11]2[C:6](=[CH:7][CH:8]=[CH:9][C:10]=2[O:14][CH3:15])[O:5][CH:4]=1)=O.[C:16]([C:22]([O:24][CH3:25])=[O:23])#[C:17][C:18]([O:20][CH3:21])=[O:19].C1(P(C2C=CC=CC=2)C2C=CC=CC=2)C=CC=CC=1.[NH2:45][CH2:46][CH2:47][C:48]1[C:56]2[C:51](=[CH:52][CH:53]=[CH:54][CH:55]=2)[NH:50][CH:49]=1. Product: [OH:5][C:6]1[CH:7]=[CH:8][CH:9]=[C:10]([O:14][CH3:15])[C:11]=1[C:12]([C:3]1[CH:1]=[C:17]([C:18]([O:20][CH3:21])=[O:19])[C:16]2([C:22]([O:24][CH3:25])=[O:23])[N:45]([CH2:46][CH2:47][C:48]3[C:56]4[C:51](=[CH:52][CH:53]=[CH:54][CH:55]=4)[NH:50][C:49]=32)[CH:4]=1)=[O:13]. The catalyst class is: 11. (3) Reactant: C[O:2][C:3]1[CH:8]=[CH:7][C:6]([N:9]2[CH2:14][CH2:13][N:12]([C:15]3[CH:20]=[CH:19][C:18]([N:21]4[C:25](=[O:26])[N:24]([CH2:27][CH2:28][CH2:29][CH2:30][CH2:31][CH2:32][C:33]5[CH:38]=[CH:37][CH:36]=[CH:35][CH:34]=5)[N:23]=[CH:22]4)=[CH:17][CH:16]=3)[CH2:11][CH2:10]2)=[CH:5][CH:4]=1. Product: [OH:2][C:3]1[CH:8]=[CH:7][C:6]([N:9]2[CH2:10][CH2:11][N:12]([C:15]3[CH:16]=[CH:17][C:18]([N:21]4[C:25](=[O:26])[N:24]([CH2:27][CH2:28][CH2:29][CH2:30][CH2:31][CH2:32][C:33]5[CH:34]=[CH:35][CH:36]=[CH:37][CH:38]=5)[N:23]=[CH:22]4)=[CH:19][CH:20]=3)[CH2:13][CH2:14]2)=[CH:5][CH:4]=1. The catalyst class is: 201. (4) Reactant: [CH2:1]1[C:9]2[C:4](=[CH:5][CH:6]=[CH:7][CH:8]=2)[CH2:3][CH:2]1[C:10](=[O:18])[CH2:11][C:12]1[CH:17]=[CH:16][CH:15]=[CH:14][CH:13]=1.[C:19](OCC)(=[O:25])[C:20]([O:22][CH2:23][CH3:24])=[O:21].[O-]CC.[Na+].Cl. Product: [CH2:1]1[C:9]2[C:4](=[CH:5][CH:6]=[CH:7][CH:8]=2)[CH2:3][CH:2]1[C:10](=[O:18])[CH:11]([C:12]1[CH:17]=[CH:16][CH:15]=[CH:14][CH:13]=1)[C:19](=[O:25])[C:20]([O:22][CH2:23][CH3:24])=[O:21]. The catalyst class is: 8. (5) Reactant: C([C:3]1([C:16]([O-:18])=O)[CH2:8][CH2:7][N:6]([C:9]([O:11][C:12]([CH3:15])([CH3:14])[CH3:13])=[O:10])[CH2:5][CH2:4]1)C.O.[NH2:20][NH2:21]. Product: [NH:20]([C:16]([CH:3]1[CH2:8][CH2:7][N:6]([C:9]([O:11][C:12]([CH3:15])([CH3:14])[CH3:13])=[O:10])[CH2:5][CH2:4]1)=[O:18])[NH2:21]. The catalyst class is: 8.